This data is from Peptide-MHC class I binding affinity with 185,985 pairs from IEDB/IMGT. The task is: Regression. Given a peptide amino acid sequence and an MHC pseudo amino acid sequence, predict their binding affinity value. This is MHC class I binding data. (1) The peptide sequence is SLTILDDNL. The MHC is HLA-A02:01 with pseudo-sequence HLA-A02:01. The binding affinity (normalized) is 0.306. (2) The peptide sequence is YYWPRPRRY. The MHC is HLA-A29:02 with pseudo-sequence HLA-A29:02. The binding affinity (normalized) is 1.00. (3) The peptide sequence is RLIVYPDLGV. The MHC is HLA-A02:02 with pseudo-sequence HLA-A02:02. The binding affinity (normalized) is 0.940. (4) The peptide sequence is DELDYENDI. The MHC is H-2-Kk with pseudo-sequence H-2-Kk. The binding affinity (normalized) is 0.787. (5) The peptide sequence is VIPMFSAL. The MHC is HLA-B44:02 with pseudo-sequence HLA-B44:02. The binding affinity (normalized) is 0. (6) The peptide sequence is ILSEKRKDTI. The MHC is HLA-A68:02 with pseudo-sequence HLA-A68:02. The binding affinity (normalized) is 0.